From a dataset of Forward reaction prediction with 1.9M reactions from USPTO patents (1976-2016). Predict the product of the given reaction. Given the reactants [C:1]1(=O)[NH:5][C:4](=[O:6])[C:3]2=[CH:7][CH:8]=[CH:9][CH:10]=[C:2]12.Cl, predict the reaction product. The product is: [C:4]1(=[O:6])[C:3]2[C:2](=[CH:10][CH:9]=[CH:8][CH:7]=2)[CH2:1][NH:5]1.